Dataset: NCI-60 drug combinations with 297,098 pairs across 59 cell lines. Task: Regression. Given two drug SMILES strings and cell line genomic features, predict the synergy score measuring deviation from expected non-interaction effect. Synergy scores: CSS=50.0, Synergy_ZIP=3.14, Synergy_Bliss=4.01, Synergy_Loewe=4.17, Synergy_HSA=6.39. Drug 1: C1=NC(=NC(=O)N1C2C(C(C(O2)CO)O)O)N. Drug 2: C1CN1C2=NC(=NC(=N2)N3CC3)N4CC4. Cell line: U251.